From a dataset of Full USPTO retrosynthesis dataset with 1.9M reactions from patents (1976-2016). Predict the reactants needed to synthesize the given product. (1) Given the product [ClH:3].[NH2:2][CH2:4][C:5]([NH:7][C:8]1[CH:18]=[CH:17][C:11]([C:12]([O:14][CH2:15][CH3:16])=[O:13])=[CH:10][C:9]=1[O:19][CH3:20])=[O:6], predict the reactants needed to synthesize it. The reactants are: [OH-].[NH4+:2].[Cl:3][CH2:4][C:5]([NH:7][C:8]1[CH:18]=[CH:17][C:11]([C:12]([O:14][CH2:15][CH3:16])=[O:13])=[CH:10][C:9]=1[O:19][CH3:20])=[O:6].N. (2) Given the product [OH:1][CH:2]([C:7]1[CH:12]=[CH:11][C:10]([C:14]#[N:15])=[CH:9][CH:8]=1)[CH:3]([CH3:6])[CH2:4][CH3:5], predict the reactants needed to synthesize it. The reactants are: [OH:1][CH:2]([C:7]1[CH:12]=[CH:11][C:10](Br)=[CH:9][CH:8]=1)[CH:3]([CH3:6])[CH2:4][CH3:5].[CH3:14][N:15](C=O)C. (3) The reactants are: [C:1](N1C=CN=C1)(N1C=CN=C1)=[O:2].[F:13][C:14]1[C:19]([F:20])=[CH:18][C:17]([O:21][CH3:22])=[C:16]([NH2:23])[C:15]=1[NH:24][C:25]1[CH:30]=[CH:29][C:28]([I:31])=[CH:27][C:26]=1[F:32].C(OCC)(=O)C. Given the product [F:20][C:19]1[CH:18]=[C:17]([O:21][CH3:22])[C:16]2[NH:23][C:1](=[O:2])[N:24]([C:25]3[CH:30]=[CH:29][C:28]([I:31])=[CH:27][C:26]=3[F:32])[C:15]=2[C:14]=1[F:13], predict the reactants needed to synthesize it.